From a dataset of Forward reaction prediction with 1.9M reactions from USPTO patents (1976-2016). Predict the product of the given reaction. Given the reactants [Si]([O:8][CH2:9][C@@H:10]([N:19]1[CH:24]=[CH:23][C:22]([C:25]2[CH:30]=[CH:29][N:28]=[C:27]([NH:31][C:32]3[N:36]([CH3:37])[N:35]=[CH:34][CH:33]=3)[N:26]=2)=[CH:21][CH2:20]1)[C:11]1[CH:16]=[CH:15][C:14]([Cl:17])=[C:13]([F:18])[CH:12]=1)(C(C)(C)C)(C)C.C(OCC)(=[O:40])C, predict the reaction product. The product is: [Cl:17][C:14]1[CH:15]=[CH:16][C:11]([C@H:10]([N:19]2[CH:24]=[CH:23][C:22]([C:25]3[CH:30]=[CH:29][N:28]=[C:27]([NH:31][C:32]4[N:36]([CH3:37])[N:35]=[CH:34][CH:33]=4)[N:26]=3)=[CH:21][C:20]2=[O:40])[CH2:9][OH:8])=[CH:12][C:13]=1[F:18].